From a dataset of Forward reaction prediction with 1.9M reactions from USPTO patents (1976-2016). Predict the product of the given reaction. (1) Given the reactants [Cl:1][C:2]1[CH:3]=[C:4]([C:12]2[O:16][N:15]=[C:14]([C:17]3[C:18]([CH3:34])=[C:19]4[C:24](=[CH:25][CH:26]=3)[CH2:23][N:22](C(OC(C)(C)C)=O)[CH2:21][CH2:20]4)[N:13]=2)[CH:5]=[CH:6][C:7]=1[O:8][CH:9]([CH3:11])[CH3:10].Cl, predict the reaction product. The product is: [ClH:1].[Cl:1][C:2]1[CH:3]=[C:4]([C:12]2[O:16][N:15]=[C:14]([C:17]3[C:18]([CH3:34])=[C:19]4[C:24](=[CH:25][CH:26]=3)[CH2:23][NH:22][CH2:21][CH2:20]4)[N:13]=2)[CH:5]=[CH:6][C:7]=1[O:8][CH:9]([CH3:11])[CH3:10]. (2) Given the reactants [Br:1][C:2]1[C:11]2[C:6](=[CH:7][CH:8]=[CH:9][CH:10]=2)[C:5]([OH:12])=[CH:4][CH:3]=1.[F:13][C:14]([F:18])([F:17])[CH2:15]I.C([O-])([O-])=O.[Cs+].[Cs+], predict the reaction product. The product is: [Br:1][C:2]1[C:11]2[C:6](=[CH:7][CH:8]=[CH:9][CH:10]=2)[C:5]([O:12][CH2:15][C:14]([F:18])([F:17])[F:13])=[CH:4][CH:3]=1. (3) Given the reactants [CH3:1][N:2]1[CH:6]=[C:5]([N:7]2[C:19]3[C:18]4[CH:17]=[C:16](B5OC(C)(C)C(C)(C)O5)[CH:15]=[CH:14][C:13]=4[N:12]=[CH:11][C:10]=3[N:9]([CH3:29])[C:8]2=[O:30])[C:4]([CH3:31])=[N:3]1.Br[C:33]1[CH:38]=[CH:37][CH:36]=[CH:35][N:34]=1, predict the reaction product. The product is: [CH3:1][N:2]1[CH:6]=[C:5]([N:7]2[C:19]3[C:18]4[CH:17]=[C:16]([C:33]5[CH:38]=[CH:37][CH:36]=[CH:35][N:34]=5)[CH:15]=[CH:14][C:13]=4[N:12]=[CH:11][C:10]=3[N:9]([CH3:29])[C:8]2=[O:30])[C:4]([CH3:31])=[N:3]1. (4) Given the reactants Cl[C:2]1[CH:7]=[C:6]([Cl:8])[N:5]=[C:4]([CH3:9])[N:3]=1.[F:10][C:11]([F:32])([F:31])[C:12]1[CH:17]=[CH:16][CH:15]=[CH:14][C:13]=1[CH2:18][NH:19][C:20]([C:22]1[CH:23]=[C:24]2[C:28](=[CH:29][CH:30]=1)[NH:27][CH2:26][CH2:25]2)=[O:21].O1CCOCC1, predict the reaction product. The product is: [Cl:8][C:6]1[N:5]=[C:4]([CH3:9])[N:3]=[C:2]([N:27]2[C:28]3[C:24](=[CH:23][C:22]([C:20]([NH:19][CH2:18][C:13]4[CH:14]=[CH:15][CH:16]=[CH:17][C:12]=4[C:11]([F:10])([F:31])[F:32])=[O:21])=[CH:30][CH:29]=3)[CH2:25][CH2:26]2)[CH:7]=1. (5) The product is: [Br:1][C:2]1[CH:7]=[CH:6][C:5]([O:8][CH3:9])=[C:4]([O:10][CH:22]([F:24])[F:23])[C:3]=1[O:11][CH2:12][O:13][CH3:14]. Given the reactants [Br:1][C:2]1[C:3]([O:11][CH2:12][O:13][CH3:14])=[C:4]([OH:10])[C:5]([O:8][CH3:9])=[CH:6][CH:7]=1.C(=O)([O-])[O-].[K+].[K+].Cl[CH:22]([F:24])[F:23], predict the reaction product. (6) Given the reactants Cl[CH2:2][C:3]([OH:5])=[O:4].[OH-].[Na+].[NH:8]1[C:12]2[CH:13]=[CH:14][CH:15]=[CH:16][C:11]=2[N:10]=[N:9]1.Cl, predict the reaction product. The product is: [N:8]1([CH2:2][C:3]([OH:5])=[O:4])[C:12]2[CH:13]=[CH:14][CH:15]=[CH:16][C:11]=2[N:10]=[N:9]1.